From a dataset of Full USPTO retrosynthesis dataset with 1.9M reactions from patents (1976-2016). Predict the reactants needed to synthesize the given product. (1) Given the product [Cl:1][C:2]1[CH:18]=[CH:17][C:16]([Cl:19])=[CH:15][C:3]=1[CH:4]1[CH2:5][C:6](=[O:7])[N:26]([CH2:27][C:28]([O:30][C:31]([CH3:34])([CH3:33])[CH3:32])=[O:29])[C:23]2[CH2:24][CH2:25][C:21](=[O:20])[C:22]1=2, predict the reactants needed to synthesize it. The reactants are: [Cl:1][C:2]1[CH:18]=[CH:17][C:16]([Cl:19])=[CH:15][C:3]=1[CH:4]=[C:5]1C(=O)OC(C)(C)[O:7][C:6]1=O.[O:20]=[C:21]1[CH2:25][CH2:24][C:23]([NH:26][CH2:27][C:28]([O:30][C:31]([CH3:34])([CH3:33])[CH3:32])=[O:29])=[CH:22]1. (2) Given the product [C:22]1([CH3:32])[CH:23]=[CH:24][C:25]([S:28]([OH:31])(=[O:29])=[O:30])=[CH:26][CH:27]=1.[NH2:1][C@@H:2]([CH3:20])[CH2:3][O:4][C:5]1[CH:6]=[C:7]([C:12]2[CH:17]=[C:16]([CH:18]=[CH2:19])[CH:15]=[CH:14][N:13]=2)[C:8]([Cl:11])=[N:9][CH:10]=1, predict the reactants needed to synthesize it. The reactants are: [NH2:1][C@@H:2]([CH3:20])[CH2:3][O:4][C:5]1[CH:6]=[C:7]([C:12]2[CH:17]=[C:16]([CH:18]=[CH2:19])[CH:15]=[CH:14][N:13]=2)[C:8]([Cl:11])=[N:9][CH:10]=1.O.[C:22]1([CH3:32])[CH:27]=[CH:26][C:25]([S:28]([OH:31])(=[O:30])=[O:29])=[CH:24][CH:23]=1.C(OCC)C.